Dataset: Catalyst prediction with 721,799 reactions and 888 catalyst types from USPTO. Task: Predict which catalyst facilitates the given reaction. (1) Reactant: [F:1][C:2]([F:7])([F:6])[C:3]([OH:5])=[O:4].[CH3:8][S:9]([CH:12]([CH2:22][NH:23]C(=O)OC(C)(C)C)[CH2:13][NH:14]C(=O)OC(C)(C)C)(=[O:11])=[O:10]. Product: [F:1][C:2]([F:7])([F:6])[C:3]([OH:5])=[O:4].[F:1][C:2]([F:7])([F:6])[C:3]([OH:5])=[O:4].[CH3:8][S:9]([CH:12]([CH2:22][NH2:23])[CH2:13][NH2:14])(=[O:11])=[O:10]. The catalyst class is: 4. (2) Reactant: [NH:1]1[CH2:5][CH2:4][CH2:3][CH2:2]1.[CH3:6][C:7]([CH3:9])=O.[C-]#[N:11].[K+].[C:13]1([CH3:19])[CH:18]=[CH:17][CH:16]=[CH:15][CH:14]=1. Product: [CH3:6][C:7]([N:1]1[CH2:5][CH2:4][CH2:3][CH2:2]1)([CH3:9])[CH:19]([NH2:11])[C:13]1[CH:18]=[CH:17][CH:16]=[CH:15][CH:14]=1. The catalyst class is: 6. (3) Reactant: [NH2:1][C:2]1[S:3][C:4]([C:10]2[C:15]([F:16])=[CH:14][C:13]([C:17]([OH:20])([CH3:19])[CH3:18])=[CH:12][C:11]=2[F:21])=[CH:5][C:6]=1[C:7]([NH2:9])=[O:8].I[C:23]1[CH:28]=[CH:27][CH:26]=[CH:25][CH:24]=1.C1(P(C2CCCCC2)C2C=CC=CC=2C2C(C(C)C)=CC(C(C)C)=CC=2C(C)C)CCCCC1.C(=O)([O-])[O-].[K+].[K+]. Product: [NH:1]([C:2]1[S:3][C:4]([C:10]2[C:11]([F:21])=[CH:12][C:13]([C:17]([OH:20])([CH3:18])[CH3:19])=[CH:14][C:15]=2[F:16])=[CH:5][C:6]=1[C:7]([NH2:9])=[O:8])[C:23]1[CH:28]=[CH:27][CH:26]=[CH:25][CH:24]=1. The catalyst class is: 110. (4) Reactant: I[CH2:2][CH2:3][CH2:4][C:5]1([C:15]([O:17]CC)=O)[CH2:14][CH2:13][C:8]2([O:12][CH2:11][CH2:10][O:9]2)[CH2:7][CH2:6]1.[I-].[Sm+2].[I-]. The catalyst class is: 334. Product: [CH2:10]1[O:9][C:8]2([CH2:7][CH2:6][C:5]3([CH:15]([OH:17])[CH2:2][CH2:3][CH2:4]3)[CH2:14][CH2:13]2)[O:12][CH2:11]1. (5) Reactant: [CH3:1][O:2][C:3]1[CH:8]=[CH:7][C:6]([N:9]2[C:13]([C:14]3[CH:19]=[CH:18][C:17]([CH3:20])=[CH:16][CH:15]=3)=[CH:12][C:11]([CH:21]3[CH2:26][CH2:25][NH:24][CH2:23][CH2:22]3)=[N:10]2)=[CH:5][CH:4]=1.ClC(Cl)(O[C:31](=[O:37])OC(Cl)(Cl)Cl)Cl.C(N(CC)CC)C.Cl.[CH3:47][NH:48][OH:49]. Product: [CH3:1][O:2][C:3]1[CH:8]=[CH:7][C:6]([N:9]2[C:13]([C:14]3[CH:19]=[CH:18][C:17]([CH3:20])=[CH:16][CH:15]=3)=[CH:12][C:11]([CH:21]3[CH2:26][CH2:25][N:24]([C:31](=[O:37])[N:48]([OH:49])[CH3:47])[CH2:23][CH2:22]3)=[N:10]2)=[CH:5][CH:4]=1. The catalyst class is: 7. (6) Reactant: [CH:1]1([C@H:4]2[C@H:13]([CH3:14])[C@@H:12]([NH:15][C:16]3[N:21]=[CH:20][CH:19]=[CH:18][N:17]=3)[C:11]3[C:6](=[CH:7][CH:8]=[C:9]([O:22]C)[CH:10]=3)[N:5]2[C:24](=[O:26])[CH3:25])[CH2:3][CH2:2]1.B(Br)(Br)Br.C(OCC)(=O)C. Product: [CH:1]1([C@H:4]2[C@H:13]([CH3:14])[C@@H:12]([NH:15][C:16]3[N:21]=[CH:20][CH:19]=[CH:18][N:17]=3)[C:11]3[C:6](=[CH:7][CH:8]=[C:9]([OH:22])[CH:10]=3)[N:5]2[C:24](=[O:26])[CH3:25])[CH2:2][CH2:3]1. The catalyst class is: 98.